Dataset: Full USPTO retrosynthesis dataset with 1.9M reactions from patents (1976-2016). Task: Predict the reactants needed to synthesize the given product. (1) Given the product [C:1]([O:5][N:6]=[C:7]1[C:16]2[C:11](=[CH:12][C:13]([C:11]3[CH:16]=[CH:15][CH:14]=[CH:13][CH:12]=3)=[CH:14][CH:15]=2)[O:10][C:9]([C:18]2[N:19]=[CH:20][C:21]3[C:26]([CH:27]=2)=[CH:25][CH:24]=[CH:23][CH:22]=3)=[CH:8]1)([CH3:4])([CH3:3])[CH3:2], predict the reactants needed to synthesize it. The reactants are: [C:1]([O:5][N:6]=[C:7]1[C:16]2[C:11](=[CH:12][C:13](Br)=[CH:14][CH:15]=2)[O:10][C:9]([C:18]2[N:19]=[CH:20][C:21]3[C:26]([CH:27]=2)=[CH:25][CH:24]=[CH:23][CH:22]=3)=[CH:8]1)([CH3:4])([CH3:3])[CH3:2].C(=O)([O-])[O-].[Na+].[Na+].[Cl-].[NH4+]. (2) The reactants are: C(OC(N[C:12]1[CH:34]=[CH:33][C:15]([O:16][C:17]2[CH:22]=[CH:21][N:20]=[C:19]([NH:23]C(=O)OCC[Si](C)(C)C)[CH:18]=2)=[CH:14][C:13]=1[F:35])=O)C1C=CC=CC=1.[S-:36][C:37]#[N:38].[K+].C(OCC)(=[O:42])C.[F-:46].C([N+:51]([CH2:60][CH2:61][CH2:62][CH3:63])(CCCC)CCCC)CCC.O1[CH2:68][CH2:67][CH2:66][CH2:65]1. Given the product [NH2:23][C:19]1[CH:18]=[C:17]([O:16][C:15]2[CH:33]=[CH:34][C:12]([NH:38][C:37]([NH:51][C:60](=[O:42])[CH2:61][C:62]3[CH:63]=[CH:68][C:67]([F:46])=[CH:66][CH:65]=3)=[S:36])=[C:13]([F:35])[CH:14]=2)[CH:22]=[CH:21][N:20]=1, predict the reactants needed to synthesize it. (3) Given the product [Cl:1][C:2]1[CH:3]=[N:4][C:5]2[N:6]([N:8]=[C:9]([C:11]([N:26]3[CH2:25][CH2:24][N:23]4[C:19]([C:15]5[O:14][CH:18]=[CH:17][CH:16]=5)=[N:20][N:21]=[C:22]4[CH2:27]3)=[O:13])[CH:10]=2)[CH:7]=1, predict the reactants needed to synthesize it. The reactants are: [Cl:1][C:2]1[CH:3]=[N:4][C:5]2[N:6]([N:8]=[C:9]([C:11]([OH:13])=O)[CH:10]=2)[CH:7]=1.[O:14]1[CH:18]=[CH:17][CH:16]=[C:15]1[C:19]1[N:23]2[CH2:24][CH2:25][NH:26][CH2:27][C:22]2=[N:21][N:20]=1. (4) Given the product [CH:1]1([N:4]([CH:18]2[CH2:23][CH2:22][N:21]([C:24](=[O:30])[CH2:25][CH:26]([NH:34][CH2:33][CH2:31][OH:32])[CH2:27][CH2:28][CH3:29])[CH2:20][CH2:19]2)[S:5]([C:8]2[CH:13]=[CH:12][CH:11]=[C:10]([C:14]([F:15])([F:16])[F:17])[CH:9]=2)(=[O:6])=[O:7])[CH2:3][CH2:2]1, predict the reactants needed to synthesize it. The reactants are: [CH:1]1([N:4]([CH:18]2[CH2:23][CH2:22][N:21]([C:24](=[O:30])[CH:25]=[CH:26][CH2:27][CH2:28][CH3:29])[CH2:20][CH2:19]2)[S:5]([C:8]2[CH:13]=[CH:12][CH:11]=[C:10]([C:14]([F:17])([F:16])[F:15])[CH:9]=2)(=[O:7])=[O:6])[CH2:3][CH2:2]1.[CH2:31]([CH2:33][NH2:34])[OH:32]. (5) Given the product [NH:22]1[CH:21]=[C:20]([C:17]2[CH:18]=[CH:19][C:14]([NH:13][C:12]3[C:6]4[CH2:5][N:4]([C:1](=[O:3])[CH3:2])[CH2:9][CH2:8][C:7]=4[N:10]([CH3:32])[N:11]=3)=[CH:15][CH:16]=2)[CH:24]=[N:23]1, predict the reactants needed to synthesize it. The reactants are: [C:1]([N:4]1[CH2:9][CH2:8][C:7]2[N:10]([CH3:32])[N:11]=[C:12]([NH:13][C:14]3[CH:19]=[CH:18][C:17]([C:20]4[CH:21]=[N:22][N:23](C(OC(C)(C)C)=O)[CH:24]=4)=[CH:16][CH:15]=3)[C:6]=2[CH2:5]1)(=[O:3])[CH3:2].C(O)(C(F)(F)F)=O.